This data is from Forward reaction prediction with 1.9M reactions from USPTO patents (1976-2016). The task is: Predict the product of the given reaction. Given the reactants C(OC([NH:8][C@:9]1([C:14]([NH:16][S:17]([CH:20]2[CH2:22][CH2:21]2)(=[O:19])=[O:18])=[O:15])[CH2:11][C@H:10]1[CH:12]=[CH2:13])=O)(C)(C)C.[Cl:23]CCl, predict the reaction product. The product is: [ClH:23].[NH2:8][C@:9]1([C:14]([NH:16][S:17]([CH:20]2[CH2:22][CH2:21]2)(=[O:19])=[O:18])=[O:15])[CH2:11][C@H:10]1[CH:12]=[CH2:13].